From a dataset of Full USPTO retrosynthesis dataset with 1.9M reactions from patents (1976-2016). Predict the reactants needed to synthesize the given product. (1) Given the product [Cl:9][C:10]1[N:15]=[C:14]([CH2:16][S:4]([CH2:3][CH:2]([CH3:7])[CH3:1])(=[O:6])=[O:5])[CH:13]=[CH:12][N:11]=1, predict the reactants needed to synthesize it. The reactants are: [CH3:1][CH:2]([CH3:7])[CH2:3][S:4]([O-:6])=[O:5].[Na+].[Cl:9][C:10]1[N:15]=[C:14]([CH2:16]Cl)[CH:13]=[CH:12][N:11]=1.O. (2) Given the product [CH3:36][S:37]([N:2]1[CH2:7][CH2:6][CH:5]([NH:8][C:9]([C:11]2[C:15]([NH:16][C:17](=[O:26])[C:18]3[C:23]([Cl:24])=[CH:22][CH:21]=[CH:20][C:19]=3[Cl:25])=[CH:14][NH:13][N:12]=2)=[O:10])[CH2:4][CH2:3]1)(=[O:39])=[O:38], predict the reactants needed to synthesize it. The reactants are: Cl.[NH:2]1[CH2:7][CH2:6][CH:5]([NH:8][C:9]([C:11]2[C:15]([NH:16][C:17](=[O:26])[C:18]3[C:23]([Cl:24])=[CH:22][CH:21]=[CH:20][C:19]=3[Cl:25])=[CH:14][NH:13][N:12]=2)=[O:10])[CH2:4][CH2:3]1.C(N(C(C)C)CC)(C)C.[CH3:36][S:37](Cl)(=[O:39])=[O:38].